From a dataset of Reaction yield outcomes from USPTO patents with 853,638 reactions. Predict the reaction yield, written as a fraction of the theoretical maximum amount of product (1.0 means a 100% yield; for example, 0.34 means a 34% yield). (1) The reactants are [CH3:1][O:2][C:3]1[CH:4]=[C:5]2[C:10](=[CH:11][C:12]=1[O:13][CH3:14])[N:9]=[CH:8][N:7]=[C:6]2[O:15][C:16]1[CH:22]=[CH:21][C:19]([NH2:20])=[CH:18][CH:17]=1.C1(C)C=CC=CC=1.C(N(CC)CC)C.ClC(Cl)(O[C:41](=[O:47])[O:42][C:43](Cl)(Cl)Cl)Cl.[F:49][C:50]1[CH:51]=[C:52]([CH:58]=[CH:59][CH:60]=1)[O:53][CH2:54][CH2:55]CO. The catalyst is C(Cl)Cl. The product is [CH3:1][O:2][C:3]1[CH:4]=[C:5]2[C:10](=[CH:11][C:12]=1[O:13][CH3:14])[N:9]=[CH:8][N:7]=[C:6]2[O:15][C:16]1[CH:22]=[CH:21][C:19]([NH:20][C:41](=[O:47])[O:42][CH2:43][CH2:55][CH2:54][O:53][C:52]2[CH:58]=[CH:59][CH:60]=[C:50]([F:49])[CH:51]=2)=[CH:18][CH:17]=1. The yield is 0.460. (2) The reactants are F[C:2]1[CH:9]=[CH:8][C:5]([C:6]#[N:7])=[CH:4][CH:3]=1.[NH2:10][CH2:11][CH2:12][CH2:13][OH:14]. The catalyst is O. The product is [OH:14][CH2:13][CH2:12][CH2:11][NH:10][C:2]1[CH:9]=[CH:8][C:5]([C:6]#[N:7])=[CH:4][CH:3]=1. The yield is 0.970. (3) The reactants are [CH3:1][C:2]1[CH:3]=[C:4]2[C:9](=[CH:10][CH:11]=1)[NH:8][C:7](=[O:12])[C:6]([C:13]#[N:14])=[C:5]2[N:15]1[CH2:20][CH2:19][N:18]([C:21]([C:23]2[S:24][CH:25]=[CH:26][CH:27]=2)=[O:22])[CH2:17][CH2:16]1.Cl.[CH:29]([N:32]([CH:36](C)C)[CH2:33]CCl)(C)[CH3:30].C(=O)([O-])[O-].[K+].[K+]. The catalyst is CN(C=O)C. The product is [CH3:33][N:32]([CH3:36])[CH2:29][CH2:30][N:8]1[C:9]2[C:4](=[CH:3][C:2]([CH3:1])=[CH:11][CH:10]=2)[C:5]([N:15]2[CH2:16][CH2:17][N:18]([C:21]([C:23]3[S:24][CH:25]=[CH:26][CH:27]=3)=[O:22])[CH2:19][CH2:20]2)=[C:6]([C:13]#[N:14])[C:7]1=[O:12]. The yield is 0.300.